Dataset: Full USPTO retrosynthesis dataset with 1.9M reactions from patents (1976-2016). Task: Predict the reactants needed to synthesize the given product. Given the product [Cl:17][C:18]1[CH:19]=[CH:20][C:21]([C:24]2[N:25]=[C:26]([C:29]([N:31]([CH:33]3[CH2:35][CH2:34]3)[CH3:32])=[O:30])[S:27][C:28]=2[C:2]2[CH:7]=[CH:6][C:5]([S:8](=[O:10])(=[O:9])[NH2:11])=[CH:4][CH:3]=2)=[CH:22][CH:23]=1, predict the reactants needed to synthesize it. The reactants are: Br[C:2]1[CH:7]=[CH:6][C:5]([S:8]([NH2:11])(=[O:10])=[O:9])=[CH:4][CH:3]=1.C([O-])(=O)C.[K+].[Cl:17][C:18]1[CH:23]=[CH:22][C:21]([C:24]2[N:25]=[C:26]([C:29]([N:31]([CH:33]3[CH2:35][CH2:34]3)[CH3:32])=[O:30])[S:27][CH:28]=2)=[CH:20][CH:19]=1.